From a dataset of Forward reaction prediction with 1.9M reactions from USPTO patents (1976-2016). Predict the product of the given reaction. (1) Given the reactants [CH2:1]([O:8][C:9]1[N:14]=[N:13][C:12]([CH2:15][CH2:16][C:17]2[CH:22]=[CH:21][C:20]([CH2:23][CH2:24]O)=[CH:19][CH:18]=2)=[CH:11][CH:10]=1)[C:2]1[CH:7]=[CH:6][CH:5]=[CH:4][CH:3]=1.S(Cl)([Cl:28])=O, predict the reaction product. The product is: [CH2:1]([O:8][C:9]1[N:14]=[N:13][C:12]([CH2:15][CH2:16][C:17]2[CH:22]=[CH:21][C:20]([CH2:23][CH2:24][Cl:28])=[CH:19][CH:18]=2)=[CH:11][CH:10]=1)[C:2]1[CH:7]=[CH:6][CH:5]=[CH:4][CH:3]=1. (2) The product is: [OH:5][C:6]1[CH:7]=[CH:8][C:9]2[C@@H:10]3[C@@H:18]([C@H:19]([CH2:24][CH2:25][CH2:26][CH2:27][O:28][CH2:29][CH2:30][O:31][CH2:32][CH2:33][O:34][CH2:35][CH2:36][O:37][CH2:38][C:39]4[CH:40]=[CH:41][CH:42]=[CH:43][CH:44]=4)[C:20](=[O:23])[C:21]=2[CH:22]=1)[C@H:17]1[C@@:13]([CH3:49])([C@@H:14]([OH:45])[CH2:15][CH2:16]1)[CH2:12][CH2:11]3. Given the reactants Cl.COC[O:5][C:6]1[CH:7]=[CH:8][C:9]2[C@@H:10]3[C@@H:18]([C@H:19]([CH2:24][CH2:25][CH2:26][CH2:27][O:28][CH2:29][CH2:30][O:31][CH2:32][CH2:33][O:34][CH2:35][CH2:36][O:37][CH2:38][C:39]4[CH:44]=[CH:43][CH:42]=[CH:41][CH:40]=4)[C:20](=[O:23])[C:21]=2[CH:22]=1)[C@H:17]1[C@@:13]([CH3:49])([C@@H:14]([O:45]COC)[CH2:15][CH2:16]1)[CH2:12][CH2:11]3.O, predict the reaction product. (3) Given the reactants [CH3:1][N:2]1[CH2:9][CH2:8][C:7]2[CH:10]=[CH:11][CH:12]=[CH:13][C:6]=2[N:5](N)[CH2:4][CH2:3]1.[S:15]1[CH2:20][CH2:19][C:18](=O)[CH2:17][CH2:16]1.O.C1(C)C=CC(S(O)(=O)=O)=CC=1, predict the reaction product. The product is: [CH3:1][N:2]1[CH2:9][CH2:8][C:7]2=[C:6]3[C:13](=[CH:12][CH:11]=[CH:10]2)[C:17]2[CH2:16][S:15][CH2:20][CH2:19][C:18]=2[N:5]3[CH2:4][CH2:3]1. (4) Given the reactants [CH3:1][NH2:2].[Br:3][C:4]1[CH:5]=[CH:6][C:7]([NH:10][CH2:11][C:12]([O:14]C)=O)=[N:8][CH:9]=1, predict the reaction product. The product is: [Br:3][C:4]1[CH:5]=[CH:6][C:7]([NH:10][CH2:11][C:12]([NH:2][CH3:1])=[O:14])=[N:8][CH:9]=1. (5) Given the reactants [Cl:1][C:2]1[CH:3]=[C:4]([C:9]2[C:18]3[C:13](=[CH:14][C:15]([CH2:19][N:20]4[CH:24]=[C:23]([C@:25]([OH:32])([C:28]([F:31])([F:30])[F:29])[CH2:26][CH3:27])[N:22]=[N:21]4)=[CH:16][CH:17]=3)[N:12]=[C:11]([C:33]#[N:34])[CH:10]=2)[CH:5]=[C:6]([Cl:8])[CH:7]=1.C([O-])([O-])=[O:36].C([O-])([O-])=O.OO.OO.OO.[Na+].[Na+].[Na+].[Na+], predict the reaction product. The product is: [Cl:1][C:2]1[CH:3]=[C:4]([C:9]2[C:18]3[C:13](=[CH:14][C:15]([CH2:19][N:20]4[CH:24]=[C:23]([C@:25]([OH:32])([C:28]([F:31])([F:29])[F:30])[CH2:26][CH3:27])[N:22]=[N:21]4)=[CH:16][CH:17]=3)[N:12]=[C:11]([C:33]([NH2:34])=[O:36])[CH:10]=2)[CH:5]=[C:6]([Cl:8])[CH:7]=1. (6) The product is: [CH:21]1([CH:9]([C:8]2[C:4]([CH2:3][O:2][CH3:1])=[N:5][N:6]([C:11]3[CH:16]=[CH:15][CH:14]=[C:13]([C:17]([F:20])([F:18])[F:19])[N:12]=3)[CH:7]=2)[OH:10])[CH2:26][CH2:25][CH2:24][CH2:23][CH2:22]1. Given the reactants [CH3:1][O:2][CH2:3][C:4]1[C:8]([CH:9]=[O:10])=[CH:7][N:6]([C:11]2[CH:16]=[CH:15][CH:14]=[C:13]([C:17]([F:20])([F:19])[F:18])[N:12]=2)[N:5]=1.[CH:21]1([Mg]Br)[CH2:26][CH2:25][CH2:24][CH2:23][CH2:22]1, predict the reaction product. (7) Given the reactants [CH3:1][O:2][C:3](=[O:17])[CH:4]([C:11]1[CH:16]=[CH:15][CH:14]=[CH:13][CH:12]=1)[N:5]1[CH2:10][CH2:9][NH:8][CH2:7][CH2:6]1.Br[C:19]1[CH:32]=[CH:31][C:22]([C:23]([NH:25][CH:26]([CH2:29][CH3:30])[CH2:27][CH3:28])=[O:24])=[CH:21][C:20]=1[F:33].CC(C1C=C(C(C)C)C(C2C=CC=CC=2P(C2CCCCC2)C2CCCCC2)=C(C(C)C)C=1)C.CC([O-])(C)C.[Na+], predict the reaction product. The product is: [CH3:1][O:2][C:3](=[O:17])[CH:4]([N:5]1[CH2:6][CH2:7][N:8]([C:19]2[CH:32]=[CH:31][C:22]([C:23](=[O:24])[NH:25][CH:26]([CH2:27][CH3:28])[CH2:29][CH3:30])=[CH:21][C:20]=2[F:33])[CH2:9][CH2:10]1)[C:11]1[CH:16]=[CH:15][CH:14]=[CH:13][CH:12]=1. (8) Given the reactants [CH:1]([O:4][C:5]1[CH:13]=[CH:12][CH:11]=[C:10]([CH2:14][CH2:15][CH2:16][CH2:17][CH2:18][CH2:19][CH2:20][CH2:21][CH2:22][CH2:23][CH2:24][CH2:25][CH2:26][CH2:27][CH3:28])[C:6]=1[C:7](Cl)=[O:8])([CH3:3])[CH3:2].[NH2:29][C:30]1[CH:37]=[CH:36][C:33]([C:34]#[N:35])=[C:32]([C:38]([F:41])([F:40])[F:39])[CH:31]=1.C(N(CC)CC)C, predict the reaction product. The product is: [C:34]([C:33]1[CH:36]=[CH:37][C:30]([NH:29][C:7](=[O:8])[C:6]2[C:10]([CH2:14][CH2:15][CH2:16][CH2:17][CH2:18][CH2:19][CH2:20][CH2:21][CH2:22][CH2:23][CH2:24][CH2:25][CH2:26][CH2:27][CH3:28])=[CH:11][CH:12]=[CH:13][C:5]=2[O:4][CH:1]([CH3:3])[CH3:2])=[CH:31][C:32]=1[C:38]([F:39])([F:40])[F:41])#[N:35]. (9) Given the reactants [C:1]([O:5][C:6]([N:8]1[C:16]2[C:11](=[C:12]([NH:24][C:25]3[CH:30]=[CH:29][C:28]([Si](C)(C)C)=[CH:27][C:26]=3[F:35])[C:13]([C:17]([O:19][C:20]([CH3:23])([CH3:22])[CH3:21])=[O:18])=[CH:14][CH:15]=2)[CH:10]=[N:9]1)=[O:7])([CH3:4])([CH3:3])[CH3:2].[Br:36]N1C(=O)CCC1=O, predict the reaction product. The product is: [C:1]([O:5][C:6]([N:8]1[C:16]2[C:11](=[C:12]([NH:24][C:25]3[CH:30]=[CH:29][C:28]([Br:36])=[CH:27][C:26]=3[F:35])[C:13]([C:17]([O:19][C:20]([CH3:23])([CH3:22])[CH3:21])=[O:18])=[CH:14][CH:15]=2)[CH:10]=[N:9]1)=[O:7])([CH3:4])([CH3:3])[CH3:2].